This data is from Peptide-MHC class II binding affinity with 134,281 pairs from IEDB. The task is: Regression. Given a peptide amino acid sequence and an MHC pseudo amino acid sequence, predict their binding affinity value. This is MHC class II binding data. (1) The peptide sequence is KNPVVDGNPTVDIEE. The MHC is HLA-DQA10102-DQB10501 with pseudo-sequence HLA-DQA10102-DQB10501. The binding affinity (normalized) is 0. (2) The peptide sequence is SKAYANMWSLMYFHK. The MHC is HLA-DQA10501-DQB10302 with pseudo-sequence HLA-DQA10501-DQB10302. The binding affinity (normalized) is 0.456.